Task: Predict hERG channel inhibition at various concentrations.. Dataset: hERG Central: cardiac toxicity at 1µM, 10µM, and general inhibition The molecule is Cl.N#Cc1ccc(OCC(=O)N2CCN(Cc3ccc4c(c3)OCO4)CC2)cc1. Results: hERG_inhib (hERG inhibition (general)): blocker.